Dataset: Kir2.1 potassium channel HTS with 301,493 compounds. Task: Binary Classification. Given a drug SMILES string, predict its activity (active/inactive) in a high-throughput screening assay against a specified biological target. (1) The drug is S(CC(=O)NCCc1cc(OC)c(OC)cc1)c1[nH]c(=O)cc(O)n1. The result is 0 (inactive). (2) The drug is S(=O)(=O)(NCc1onc(c1)c1ccccc1)c1ccccc1. The result is 0 (inactive). (3) The compound is Clc1cc(N2CCN(CC2)C(=O)c2c(SC)cccc2)ccc1. The result is 0 (inactive). (4) The drug is O(C(C)C)C(=O)CN1C(=O)c2c(C1=O)cccc2. The result is 0 (inactive). (5) The result is 0 (inactive). The drug is O(C(=O)c1cc(OC)c(OC)c(OC)c1)CC(=O)NCc1occc1. (6) The drug is O1CCN(CC1)CCNC(=O)c1c(cccc1)C. The result is 0 (inactive). (7) The molecule is Clc1c(NS(=O)(=O)c2cc(ccc2)C(=O)NN\C=C2\c3c(N=C2C)cccc3)cccc1. The result is 0 (inactive).